Dataset: Forward reaction prediction with 1.9M reactions from USPTO patents (1976-2016). Task: Predict the product of the given reaction. (1) Given the reactants C([O:3][C:4]([C:6]1[N:11]2[N:12]=[C:13]([NH:15][C:16]([NH:18][CH2:19][CH3:20])=[O:17])[N:14]=[C:10]2[CH:9]=[C:8]([C:21]2[CH:22]=[N:23][CH:24]=[N:25][CH:26]=2)[CH:7]=1)=O)C.[CH2:27]([NH2:29])[CH3:28], predict the reaction product. The product is: [CH2:27]([NH:29][C:4]([C:6]1[N:11]2[N:12]=[C:13]([NH:15][C:16]([NH:18][CH2:19][CH3:20])=[O:17])[N:14]=[C:10]2[CH:9]=[C:8]([C:21]2[CH:22]=[N:23][CH:24]=[N:25][CH:26]=2)[CH:7]=1)=[O:3])[CH3:28]. (2) Given the reactants [H-].[CH2:2]([Al+]CC(C)C)[CH:3](C)[CH3:4].[H-].[Al+3].[Na+].[H-].[H-].[H-].[CH2:17](Cl)Cl.[CH2:20]1[CH2:24][O:23][CH2:22][CH2:21]1.C[CH2:26][CH2:27][CH2:28][CH2:29][CH3:30], predict the reaction product. The product is: [CH3:2][CH:3]([C:28]1[CH:27]=[CH:26][C:24]([CH2:20][CH:21]([CH:22]=[O:23])[CH3:17])=[CH:30][CH:29]=1)[CH3:4]. (3) Given the reactants [Br:1][C:2]1[C:3]2[CH:12]=[CH:11][N:10](S(C3C=CC(C)=CC=3)(=O)=O)[C:4]=2[C:5](=[O:9])[N:6]([CH3:8])[CH:7]=1.[OH-].[Na+].O, predict the reaction product. The product is: [Br:1][C:2]1[C:3]2[CH:12]=[CH:11][NH:10][C:4]=2[C:5](=[O:9])[N:6]([CH3:8])[CH:7]=1. (4) Given the reactants [C:1](OC(=O)C)(=[O:3])[CH3:2].[NH2:8][C@@H:9]1[CH2:14][CH2:13][CH2:12][C@H:11]([C:15]([O:17][CH3:18])=[O:16])[CH2:10]1, predict the reaction product. The product is: [C:1]([NH:8][C@@H:9]1[CH2:14][CH2:13][CH2:12][C@H:11]([C:15]([O:17][CH3:18])=[O:16])[CH2:10]1)(=[O:3])[CH3:2]. (5) Given the reactants Br[C:2]1[CH:12]=[C:11]([F:13])[C:5]2[O:6][CH2:7][C:8](=[O:10])[NH:9][C:4]=2[CH:3]=1.[B:14]1([B:14]2[O:18][C:17]([CH3:20])([CH3:19])[C:16]([CH3:22])([CH3:21])[O:15]2)[O:18][C:17]([CH3:20])([CH3:19])[C:16]([CH3:22])([CH3:21])[O:15]1.CC([O-])=O.[K+], predict the reaction product. The product is: [F:13][C:11]1[C:5]2[O:6][CH2:7][C:8](=[O:10])[NH:9][C:4]=2[CH:3]=[C:2]([B:14]2[O:18][C:17]([CH3:20])([CH3:19])[C:16]([CH3:22])([CH3:21])[O:15]2)[CH:12]=1. (6) The product is: [CH3:21][C:3]1([C:2]([O:25][CH3:23])=[O:4])[C:8]2[CH:7]=[CH:6][CH:5]=[CH:17][C:9]=2[C:10]2[C:15]1=[CH:14][CH:13]=[CH:12][CH:11]=2. Given the reactants [Na].[CH2:2]([OH:4])[CH3:3].[CH:5]1[C:17]2C(C(O)=O)[C:15]3[C:10](=[CH:11][CH:12]=[CH:13][CH:14]=3)[C:9]=2[CH:8]=[CH:7][CH:6]=1.[CH3:21]I.[CH2:23]([O:25]CC)C, predict the reaction product.